This data is from Forward reaction prediction with 1.9M reactions from USPTO patents (1976-2016). The task is: Predict the product of the given reaction. (1) Given the reactants [Cl:1][C:2]1[CH:7]=[CH:6][C:5]([C:8]2([CH3:36])[C:12]([C:14]3[CH:19]=[CH:18][C:17]([Cl:20])=[CH:16][CH:15]=3)([CH3:13])[N:11]([C:21](Cl)=[O:22])[C:10]([C:24]3[CH:29]=[CH:28][C:27]([O:30][CH3:31])=[CH:26][C:25]=3[O:32][CH:33]([CH3:35])[CH3:34])=[N:9]2)=[CH:4][CH:3]=1.[NH:37]1[CH2:42][CH2:41][NH:40][CH2:39][C:38]1=[O:43], predict the reaction product. The product is: [Cl:1][C:2]1[CH:7]=[CH:6][C:5]([C@@:8]2([CH3:36])[C@:12]([C:14]3[CH:19]=[CH:18][C:17]([Cl:20])=[CH:16][CH:15]=3)([CH3:13])[N:11]([C:21]([N:40]3[CH2:41][CH2:42][NH:37][C:38](=[O:43])[CH2:39]3)=[O:22])[C:10]([C:24]3[CH:29]=[CH:28][C:27]([O:30][CH3:31])=[CH:26][C:25]=3[O:32][CH:33]([CH3:34])[CH3:35])=[N:9]2)=[CH:4][CH:3]=1. (2) Given the reactants [C:1]1([C:7]2[NH:8][C:9]3[C:14]([C:15]=2[CH2:16][C:17]#[N:18])=[CH:13][CH:12]=[CH:11][CH:10]=3)[CH:6]=[CH:5][CH:4]=[CH:3][CH:2]=1.C[Si]([N-][Si](C)(C)C)(C)C.[Na+].Br[CH2:30][C:31]1[C:32]2[CH:39]=[C:38]([Cl:40])[CH:37]=[CH:36][C:33]=2[S:34][CH:35]=1.O, predict the reaction product. The product is: [Cl:40][C:38]1[CH:37]=[CH:36][C:33]2[S:34][CH:35]=[C:31]([CH2:30][N:8]3[C:9]4[C:14](=[CH:13][CH:12]=[CH:11][CH:10]=4)[C:15]([CH2:16][C:17]#[N:18])=[C:7]3[C:1]3[CH:2]=[CH:3][CH:4]=[CH:5][CH:6]=3)[C:32]=2[CH:39]=1. (3) Given the reactants [OH:1][C:2]1[CH:11]=[C:10]2[C:5]([C:6](=[O:20])[C:7]([C:12]3[CH:17]=[CH:16][CH:15]=[C:14]([O:18][CH3:19])[CH:13]=3)=[CH:8][O:9]2)=[CH:4][CH:3]=1.[C:21](=O)([O-])[O-].[K+].[K+].S(OC)(OC)(=O)=O, predict the reaction product. The product is: [CH3:21][O:1][C:2]1[CH:11]=[C:10]2[C:5]([C:6](=[O:20])[C:7]([C:12]3[CH:17]=[CH:16][CH:15]=[C:14]([O:18][CH3:19])[CH:13]=3)=[CH:8][O:9]2)=[CH:4][CH:3]=1. (4) Given the reactants Cl[C:2]1[N:3]([C:13]2[CH:18]=[CH:17][CH:16]=[CH:15][CH:14]=2)[C:4]2[C:9]([C:10]=1[CH:11]=[O:12])=[CH:8][CH:7]=[CH:6][CH:5]=2.[C:19]([O:23][C:24]([N:26]1[CH2:32][CH2:31][CH2:30][NH:29][CH2:28][CH2:27]1)=[O:25])([CH3:22])([CH3:21])[CH3:20], predict the reaction product. The product is: [C:19]([O:23][C:24]([N:26]1[CH2:32][CH2:31][CH2:30][N:29]([C:2]2[N:3]([C:13]3[CH:18]=[CH:17][CH:16]=[CH:15][CH:14]=3)[C:4]3[C:9]([C:10]=2[CH:11]=[O:12])=[CH:8][CH:7]=[CH:6][CH:5]=3)[CH2:28][CH2:27]1)=[O:25])([CH3:22])([CH3:20])[CH3:21].